This data is from Reaction yield outcomes from USPTO patents with 853,638 reactions. The task is: Predict the reaction yield, written as a fraction of the theoretical maximum amount of product (1.0 means a 100% yield; for example, 0.34 means a 34% yield). (1) The reactants are Cl.[OH:2][CH:3]1[CH2:8][CH2:7][NH:6][CH2:5][CH2:4]1.[C:9](O[C:9]([O:11][C:12]([CH3:15])([CH3:14])[CH3:13])=[O:10])([O:11][C:12]([CH3:15])([CH3:14])[CH3:13])=[O:10].C(=O)([O-])O.[Na+]. The catalyst is O1CCOCC1. The product is [C:12]([O:11][C:9]([N:6]1[CH2:7][CH2:8][CH:3]([OH:2])[CH2:4][CH2:5]1)=[O:10])([CH3:15])([CH3:14])[CH3:13]. The yield is 1.00. (2) The reactants are [CH3:1][C@H:2]1[C@@H:6]([C:7]2[N:11]3[C:12]4[CH:18]=[CH:17][N:16](COCC[Si](C)(C)C)[C:13]=4[N:14]=[CH:15][C:10]3=[N:9][CH:8]=2)[CH2:5][C@@H:4]([NH2:27])[CH2:3]1.[O:28]1[CH2:31][C:30](=[CH:32][C:33]#[N:34])[CH2:29]1. The catalyst is CN(C=O)C. The product is [CH:18]1[C:12]2[N:11]3[C:7]([C@@H:6]4[C@H:2]([CH3:1])[CH2:3][C@H:4]([NH:27][C:30]5([CH2:32][C:33]#[N:34])[CH2:31][O:28][CH2:29]5)[CH2:5]4)=[CH:8][N:9]=[C:10]3[CH:15]=[N:14][C:13]=2[NH:16][CH:17]=1. The yield is 0.330. (3) The reactants are Cl[C:2]1[C:7]2[N:8]=[C:9]([C:11]3[CH:16]=[CH:15][CH:14]=[CH:13][CH:12]=3)[S:10][C:6]=2[C:5]([C:17]#[N:18])=[CH:4][N:3]=1.C(=O)([O-])[O-].[K+].[K+].[NH2:25][C@H:26]1[CH2:31][CH2:30][CH2:29][N:28]([C:32]([O:34][C:35]([CH3:38])([CH3:37])[CH3:36])=[O:33])[CH2:27]1. The catalyst is CN1C(=O)CCC1. The product is [C:17]([C:5]1[C:6]2[S:10][C:9]([C:11]3[CH:16]=[CH:15][CH:14]=[CH:13][CH:12]=3)=[N:8][C:7]=2[C:2]([NH:25][C@H:26]2[CH2:31][CH2:30][CH2:29][N:28]([C:32]([O:34][C:35]([CH3:38])([CH3:37])[CH3:36])=[O:33])[CH2:27]2)=[N:3][CH:4]=1)#[N:18]. The yield is 0.850. (4) The reactants are Br[C:2]1[C:14](=[O:15])[N:13]([CH:16]2[CH2:20][CH2:19][CH2:18][CH2:17]2)[C:5]2[N:6]=[C:7]([NH:11][CH3:12])[N:8]=[C:9]([CH3:10])[C:4]=2[CH:3]=1.[N:21]1[CH:26]=[C:25](B(O)O)[CH:24]=[N:23][CH:22]=1. No catalyst specified. The product is [CH:16]1([N:13]2[C:5]3[N:6]=[C:7]([NH:11][CH3:12])[N:8]=[C:9]([CH3:10])[C:4]=3[CH:3]=[C:2]([C:25]3[CH:26]=[N:21][CH:22]=[N:23][CH:24]=3)[C:14]2=[O:15])[CH2:20][CH2:19][CH2:18][CH2:17]1. The yield is 0.100. (5) The product is [F:1][C:2]1[C:3]([CH2:8][C:9]([O-:11])=[O:10])=[N:4][CH:5]=[CH:6][CH:7]=1.[Na+:15]. The reactants are [F:1][C:2]1[C:3]([CH2:8][C:9]([O:11]CC)=[O:10])=[N:4][CH:5]=[CH:6][CH:7]=1.[OH-].[Na+:15]. The yield is 1.00. The catalyst is C1COCC1. (6) The reactants are [C:1]1([C@H:7]2[C@H:11]([NH:12][C:13]([NH:15][C:16]3[N:20]([C:21]4[CH:26]=[CH:25][CH:24]=[CH:23][CH:22]=4)[N:19]=[C:18]4[CH2:27][CH2:28][CH2:29][C:17]=34)=[O:14])[CH2:10][N:9](C(OC(C)(C)C)=O)[CH2:8]2)[CH:6]=[CH:5][CH:4]=[CH:3][CH:2]=1.[ClH:37]. The catalyst is O1CCOCC1. The product is [ClH:37].[C:21]1([N:20]2[C:16]([NH:15][C:13]([NH:12][C@H:11]3[C@H:7]([C:1]4[CH:2]=[CH:3][CH:4]=[CH:5][CH:6]=4)[CH2:8][NH:9][CH2:10]3)=[O:14])=[C:17]3[CH2:29][CH2:28][CH2:27][C:18]3=[N:19]2)[CH:26]=[CH:25][CH:24]=[CH:23][CH:22]=1. The yield is 0.830. (7) The reactants are I[C:2]1[CH:7]=[CH:6][CH:5]=[CH:4][C:3]=1[CH2:8][C:9]([O:11][CH3:12])=[O:10].C(N(CC)CC)C.[CH3:20][Si:21]([C:24]#[CH:25])([CH3:23])[CH3:22]. The product is [CH3:20][Si:21]([C:24]#[C:25][C:2]1[CH:7]=[CH:6][CH:5]=[CH:4][C:3]=1[CH2:8][C:9]([O:11][CH3:12])=[O:10])([CH3:23])[CH3:22]. The catalyst is COCCOC.[Cu]I.[Pd](Cl)Cl.C1(P(C2C=CC=CC=2)C2C=CC=CC=2)C=CC=CC=1.C1(P(C2C=CC=CC=2)C2C=CC=CC=2)C=CC=CC=1. The yield is 0.690. (8) The reactants are [CH3:1][N:2]1[C:6]([C:7]2[CH:8]=[CH:9][C:10]([NH:13][C:14]([C:16]3[C:21]([F:22])=[CH:20][CH:19]=[C:18]([F:23])[C:17]=3[F:24])=O)=[N:11][CH:12]=2)=[CH:5][C:4]([C:25]([F:28])([F:27])[F:26])=[N:3]1.Cl.C(OCC)(=O)C. The catalyst is C1COCC1. The product is [CH3:1][N:2]1[C:6]([C:7]2[CH:8]=[CH:9][C:10]([NH:13][CH2:14][C:16]3[C:21]([F:22])=[CH:20][CH:19]=[C:18]([F:23])[C:17]=3[F:24])=[N:11][CH:12]=2)=[CH:5][C:4]([C:25]([F:28])([F:26])[F:27])=[N:3]1. The yield is 0.259. (9) The reactants are [CH3:1][O:2][C:3]([C:5]1[CH:6]=[CH:7][CH:8]=[C:9]2[C:14]=1[NH:13][CH:12]([C:15]1[CH:20]=[CH:19][CH:18]=[C:17](Br)[CH:16]=1)[CH2:11][C:10]2([CH3:23])[CH3:22])=[O:4].[NH:24]1[CH2:29][CH2:28][O:27][CH2:26][CH2:25]1.Cl.CN(C)CC(O)=O.C(=O)([O-])[O-].[K+].[K+]. The catalyst is CS(C)=O.[Cu]I. The product is [CH3:1][O:2][C:3]([C:5]1[CH:6]=[CH:7][CH:8]=[C:9]2[C:14]=1[NH:13][CH:12]([C:15]1[CH:20]=[CH:19][CH:18]=[C:17]([N:24]3[CH2:29][CH2:28][O:27][CH2:26][CH2:25]3)[CH:16]=1)[CH2:11][C:10]2([CH3:23])[CH3:22])=[O:4]. The yield is 0.800.